Dataset: M1 muscarinic receptor agonist screen with 61,833 compounds. Task: Binary Classification. Given a drug SMILES string, predict its activity (active/inactive) in a high-throughput screening assay against a specified biological target. (1) The drug is Clc1c=2n([nH]c1C(=O)NCc1c(n(nc1C)C)C)C(CC(N2)c1sccc1)C(F)(F)F. The result is 0 (inactive). (2) The molecule is O=c1[nH]c2c(cc1C(N1CCN(CC1)C(=O)c1occc1)c1n(nnn1)C(C)(C)C)cc(cc2C)C. The result is 0 (inactive). (3) The compound is S(c1c(n(nc1C)c1[nH]nc(c(=O)n1)C)C)CC(=O)Nc1ccc(C(C)C)cc1. The result is 0 (inactive). (4) The compound is S(c1n(CCC(O)=O)c2c(n1)cccc2)CC. The result is 0 (inactive). (5) The molecule is O=C(NC(=O)NC1CCCCC1)C(N1CCN(CC1)c1ncccc1)C. The result is 0 (inactive). (6) The molecule is O=C(NCCNc1nc2c(cc1C)cc(OCC)cc2)C1CC1. The result is 0 (inactive). (7) The result is 0 (inactive). The compound is O1c2c(OC1)ccc(NC(=O)c1cc(OC)c(OC)cc1)c2.